Dataset: Merck oncology drug combination screen with 23,052 pairs across 39 cell lines. Task: Regression. Given two drug SMILES strings and cell line genomic features, predict the synergy score measuring deviation from expected non-interaction effect. (1) Drug 1: CCC1(O)C(=O)OCc2c1cc1n(c2=O)Cc2cc3c(CN(C)C)c(O)ccc3nc2-1. Drug 2: Cn1c(=O)n(-c2ccc(C(C)(C)C#N)cc2)c2c3cc(-c4cnc5ccccc5c4)ccc3ncc21. Cell line: OVCAR3. Synergy scores: synergy=11.5. (2) Drug 1: CN(C)C(=N)N=C(N)N. Drug 2: CC(C)CC(NC(=O)C(Cc1ccccc1)NC(=O)c1cnccn1)B(O)O. Cell line: VCAP. Synergy scores: synergy=-18.1.